This data is from Forward reaction prediction with 1.9M reactions from USPTO patents (1976-2016). The task is: Predict the product of the given reaction. (1) Given the reactants O[C:2]1[CH:7]=[C:6]([C:8]2[N:9]=[C:10]([CH:13]([CH3:15])[CH3:14])[S:11][CH:12]=2)[N:5]=[C:4]2[C:16]3[C:22]([Br:23])=[C:21]([O:24][CH3:25])[CH:20]=[CH:19][C:17]=3[O:18][C:3]=12.O=P(Cl)(Cl)[Cl:28], predict the reaction product. The product is: [Br:23][C:22]1[C:16]2[C:4]3[C:3]([O:18][C:17]=2[CH:19]=[CH:20][C:21]=1[O:24][CH3:25])=[C:2]([Cl:28])[CH:7]=[C:6]([C:8]1[N:9]=[C:10]([CH:13]([CH3:15])[CH3:14])[S:11][CH:12]=1)[N:5]=3. (2) Given the reactants [Br:1][C:2]1[CH:11]=[CH:10][CH:9]=[C:8]2[C:3]=1[CH2:4][CH2:5][O:6][CH:7]2[C:12]([OH:14])=O.C1N=CN(C(N2C=NC=C2)=O)C=1.[CH3:27][O:28][NH:29][CH3:30], predict the reaction product. The product is: [Br:1][C:2]1[CH:11]=[CH:10][CH:9]=[C:8]2[C:3]=1[CH2:4][CH2:5][O:6][CH:7]2[C:12]([N:29]([CH3:30])[O:28][CH3:27])=[O:14]. (3) Given the reactants [CH3:1][S:2]([C:5]1[N:10]=[CH:9][C:8]([N:11]2[C:16]3[CH:17]=[C:18]([O:21][C@H:22]4[CH2:26][CH2:25][NH:24][CH2:23]4)[CH:19]=[CH:20][C:15]=3[O:14][CH2:13][CH2:12]2)=[CH:7][C:6]=1[CH3:27])(=[O:4])=[O:3].[O:28]1[CH2:33][CH2:32][CH:31]([C:34](Cl)=[O:35])[CH2:30][CH2:29]1.CCN(CC)CC, predict the reaction product. The product is: [CH3:1][S:2]([C:5]1[N:10]=[CH:9][C:8]([N:11]2[C:16]3[CH:17]=[C:18]([O:21][C@H:22]4[CH2:26][CH2:25][N:24]([C:34]([CH:31]5[CH2:32][CH2:33][O:28][CH2:29][CH2:30]5)=[O:35])[CH2:23]4)[CH:19]=[CH:20][C:15]=3[O:14][CH2:13][CH2:12]2)=[CH:7][C:6]=1[CH3:27])(=[O:4])=[O:3].